Task: Predict the product of the given reaction.. Dataset: Forward reaction prediction with 1.9M reactions from USPTO patents (1976-2016) (1) Given the reactants [CH2:1]([C:3]1[C:8]([CH3:9])=[CH:7][C:6]([NH:10]C(=O)C)=[C:5]([N+:14]([O-:16])=[O:15])[CH:4]=1)[CH3:2], predict the reaction product. The product is: [CH2:1]([C:3]1[C:8]([CH3:9])=[CH:7][C:6]([NH2:10])=[C:5]([N+:14]([O-:16])=[O:15])[CH:4]=1)[CH3:2]. (2) The product is: [CH2:32]([N:8]([C@H:5]1[CH2:6][CH2:7][C@H:2]([NH:1][CH2:40][C:41]([F:44])([F:43])[F:42])[CH2:3][CH2:4]1)[C:9]1[C:24]2[CH2:23][CH:22]=[CH:21][CH2:20][CH2:19][C:18]3[CH:25]=[C:26]([CH3:30])[NH:27][C:28](=[O:29])[C:17]=3[CH2:16][NH:15][C:14](=[O:31])[C:13]=2[CH:12]=[CH:11][CH:10]=1)[CH3:33]. Given the reactants [NH2:1][C@H:2]1[CH2:7][CH2:6][C@H:5]([N:8]([CH2:32][CH3:33])[C:9]2[C:24]3[CH2:23][CH:22]=[CH:21][CH2:20][CH2:19][C:18]4[CH:25]=[C:26]([CH3:30])[NH:27][C:28](=[O:29])[C:17]=4[CH2:16][NH:15][C:14](=[O:31])[C:13]=3[CH:12]=[CH:11][CH:10]=2)[CH2:4][CH2:3]1.FC(F)(F)S(O[CH2:40][C:41]([F:44])([F:43])[F:42])(=O)=O, predict the reaction product. (3) Given the reactants [Cl:1][C:2]1[C:9]([CH3:10])=[C:8]([C:11]2[CH:15]=[CH:14][NH:13][N:12]=2)[CH:7]=[CH:6][C:3]=1[C:4]#[N:5].[OH-].[Na+].CS(O[CH2:23][C@@H:24]([NH:26][C:27]([O:29][C:30]([CH3:33])([CH3:32])[CH3:31])=[O:28])[CH3:25])(=O)=O, predict the reaction product. The product is: [Cl:1][C:2]1[C:9]([CH3:10])=[C:8]([C:11]2[CH:15]=[CH:14][N:13]([CH2:25][C@@H:24]([NH:26][C:27](=[O:28])[O:29][C:30]([CH3:31])([CH3:33])[CH3:32])[CH3:23])[N:12]=2)[CH:7]=[CH:6][C:3]=1[C:4]#[N:5]. (4) Given the reactants [Cl:1][C:2]1[CH:3]=[CH:4][C:5]([C:15]([OH:17])=O)=[N:6][C:7]=1[C:8]1[CH:13]=[CH:12][CH:11]=[C:10]([Cl:14])[CH:9]=1.[CH3:18][C:19]([NH2:26])([C:21]1[N:25]=[CH:24][O:23][N:22]=1)[CH3:20], predict the reaction product. The product is: [CH3:18][C:19]([NH:26][C:15]([C:5]1[CH:4]=[CH:3][C:2]([Cl:1])=[C:7]([C:8]2[CH:13]=[CH:12][CH:11]=[C:10]([Cl:14])[CH:9]=2)[N:6]=1)=[O:17])([C:21]1[N:25]=[CH:24][O:23][N:22]=1)[CH3:20]. (5) Given the reactants N1CCCCC1.[CH3:7][C:8]1[N:9]=[CH:10][NH:11][C:12]=1[N+:13]([O-:15])=[O:14].[S:16]1[CH:20]=[CH:19][CH:18]=[C:17]1[CH:21]=O.CN(C=O)C, predict the reaction product. The product is: [N+:13]([C:12]1[NH:11][CH:10]=[N:9][C:8]=1/[CH:7]=[CH:21]/[C:17]1[S:16][CH:20]=[CH:19][CH:18]=1)([O-:15])=[O:14]. (6) Given the reactants [Cl:1][C:2]1[CH:21]=[C:20]([Cl:22])[CH:19]=[CH:18][C:3]=1[O:4][C:5]1[C:10]([CH2:11][CH2:12][CH2:13][OH:14])=[CH:9][N:8]=[C:7]([CH:15]([CH3:17])[CH3:16])[N:6]=1.[CH3:23][N:24]1[CH:28]=[C:27]([CH2:29][C:30]([O:32]C)=[O:31])[C:26](O)=[N:25]1.C(P(CCCC)CCCC)CCC.N(C(N1CCCCC1)=O)=NC(N1CCCCC1)=O.O1CCCC1CO.[OH-].[Na+].Cl, predict the reaction product. The product is: [Cl:1][C:2]1[CH:21]=[C:20]([Cl:22])[CH:19]=[CH:18][C:3]=1[O:4][C:5]1[C:10]([CH2:11][CH2:12][CH2:13][O:14][C:26]2[C:27]([CH2:29][C:30]([OH:32])=[O:31])=[CH:28][N:24]([CH3:23])[N:25]=2)=[CH:9][N:8]=[C:7]([CH:15]([CH3:17])[CH3:16])[N:6]=1. (7) Given the reactants BrC1C=C(C#N)C=NC=1.[I-:10].[Na+].[CH3:12][NH:13][C@@H:14]1[CH2:19][CH2:18]CC[C@H:15]1[NH:20][CH3:21], predict the reaction product. The product is: [I:10][C:18]1[CH:21]=[N:20][CH:15]=[C:14]([N+:13]#[C-:12])[CH:19]=1. (8) Given the reactants Cl[C:2]1[N:7]=[C:6]2[N:8]([CH2:11][C:12]([F:15])([F:14])[F:13])[N:9]=[CH:10][C:5]2=[C:4]([N:16]2[CH2:21][CH2:20][O:19][CH2:18][CH2:17]2)[N:3]=1.[OH:22][C:23]1[CH:24]=[C:25](B(O)O)[CH:26]=[CH:27][CH:28]=1.C(=O)([O-])[O-].[Na+].[Na+].COCCOC, predict the reaction product. The product is: [O:19]1[CH2:20][CH2:21][N:16]([C:4]2[N:3]=[C:2]([C:27]3[CH:28]=[C:23]([OH:22])[CH:24]=[CH:25][CH:26]=3)[N:7]=[C:6]3[N:8]([CH2:11][C:12]([F:15])([F:14])[F:13])[N:9]=[CH:10][C:5]=23)[CH2:17][CH2:18]1. (9) Given the reactants [NH2:1][CH:2]1[CH2:7][CH2:6][CH:5]([NH:8][C:9]2[CH:10]=[C:11]([NH:19][C:20]3[CH:25]=[CH:24][C:23]([O:26][CH2:27][CH3:28])=[CH:22][CH:21]=3)[C:12]3[N:13]([C:15](Cl)=[CH:16][N:17]=3)[N:14]=2)[CH2:4][CH2:3]1.NC1CCC(NC2C=C(NC3C=CC(OCC)=CC=3)C3N(C(Cl)=C(Cl)N=3)N=2)CC1, predict the reaction product. The product is: [NH2:1][C@H:2]1[CH2:7][CH2:6][C@H:5]([NH:8][C:9]2[CH:10]=[C:11]([NH:19][C:20]3[CH:21]=[CH:22][C:23]([O:26][CH2:27][CH3:28])=[CH:24][CH:25]=3)[C:12]3[N:13]([CH:15]=[CH:16][N:17]=3)[N:14]=2)[CH2:4][CH2:3]1.